This data is from Reaction yield outcomes from USPTO patents with 853,638 reactions. The task is: Predict the reaction yield, written as a fraction of the theoretical maximum amount of product (1.0 means a 100% yield; for example, 0.34 means a 34% yield). The reactants are [CH2:1]([Mg]Cl)[CH3:2].[C:5]([O:9][C:10](=[O:23])[NH:11][C:12]1[S:13][CH:14]=[C:15]([C:17](=[O:22])N(OC)C)[N:16]=1)([CH3:8])([CH3:7])[CH3:6]. The catalyst is O1CCCC1. The product is [C:5]([O:9][C:10](=[O:23])[NH:11][C:12]1[S:13][CH:14]=[C:15]([C:17](=[O:22])[CH2:1][CH3:2])[N:16]=1)([CH3:8])([CH3:6])[CH3:7]. The yield is 0.550.